Task: Predict the reactants needed to synthesize the given product.. Dataset: Retrosynthesis with 50K atom-mapped reactions and 10 reaction types from USPTO (1) The reactants are: CCCI.Cc1nc2cc3c(cc2[nH]1)C1CC3CN(C(=O)OC(C)(C)C)C1. Given the product CCCn1c(C)nc2cc3c(cc21)C1CC3CN(C(=O)OC(C)(C)C)C1, predict the reactants needed to synthesize it. (2) Given the product CCCCCC(CC)NCCOc1ccc(-n2ccnc2)cc1, predict the reactants needed to synthesize it. The reactants are: CCCCCC(=O)CC.NCCOc1ccc(-n2ccnc2)cc1.